This data is from Full USPTO retrosynthesis dataset with 1.9M reactions from patents (1976-2016). The task is: Predict the reactants needed to synthesize the given product. (1) Given the product [F:1][C:2]1[CH:7]=[C:6]([F:8])[CH:5]=[CH:4][C:3]=1[NH:9][C:10]1[CH:15]=[CH:14][C:13]([CH2:16][S:17]([CH3:20])(=[O:18])=[O:19])=[CH:12][C:11]=1[C:21]1[C:22]2[CH:31]=[C:30]([C:32]([NH:43][CH2:41][CH3:42])=[O:34])[NH:29][C:23]=2[C:24](=[O:28])[N:25]([CH3:27])[CH:26]=1, predict the reactants needed to synthesize it. The reactants are: [F:1][C:2]1[CH:7]=[C:6]([F:8])[CH:5]=[CH:4][C:3]=1[NH:9][C:10]1[CH:15]=[CH:14][C:13]([CH2:16][S:17]([CH3:20])(=[O:19])=[O:18])=[CH:12][C:11]=1[C:21]1[C:22]2[CH:31]=[C:30]([C:32]([OH:34])=O)[NH:29][C:23]=2[C:24](=[O:28])[N:25]([CH3:27])[CH:26]=1.C(Cl)(=O)C(Cl)=O.[CH2:41]([NH2:43])[CH3:42]. (2) Given the product [CH3:31][N:22]1[CH:21]=[C:20]([C:11]2[CH:12]=[C:13]([S:16]([CH3:19])(=[O:18])=[O:17])[CH:14]=[CH:15][C:10]=2[O:6][CH:3]2[CH2:4][CH2:5][O:1][CH2:2]2)[C:29]2[C:24](=[CH:25][CH:26]=[CH:27][CH:28]=2)[C:23]1=[O:30], predict the reactants needed to synthesize it. The reactants are: [O:1]1[CH2:5][CH2:4][CH:3]([OH:6])[CH2:2]1.[H-].[Na+].F[C:10]1[CH:15]=[CH:14][C:13]([S:16]([CH3:19])(=[O:18])=[O:17])=[CH:12][C:11]=1[C:20]1[C:29]2[C:24](=[CH:25][CH:26]=[CH:27][CH:28]=2)[C:23](=[O:30])[N:22]([CH3:31])[CH:21]=1. (3) Given the product [CH2:17]([CH:16]([C:15]1[C:10]2[N:11]([C:7]([C:6]3[S:5][C:4]([N:23]4[CH2:28][CH2:27][O:26][CH2:25][CH2:24]4)=[N:3][C:2]=3[O:30][CH3:29])=[C:8]([CH3:22])[N:9]=2)[N:12]=[C:13]([CH3:21])[CH:14]=1)[CH2:19][CH3:20])[CH3:18], predict the reactants needed to synthesize it. The reactants are: Br[C:2]1[N:3]=[C:4]([N:23]2[CH2:28][CH2:27][O:26][CH2:25][CH2:24]2)[S:5][C:6]=1[C:7]1[N:11]2[N:12]=[C:13]([CH3:21])[CH:14]=[C:15]([CH:16]([CH2:19][CH3:20])[CH2:17][CH3:18])[C:10]2=[N:9][C:8]=1[CH3:22].[CH3:29][O-:30].[Na+]. (4) Given the product [Cl:1][C:2]1[C:3]([N:13]2[CH2:18][CH2:17][N:16]([C:30]([NH:29][S:26]([C:23]3[CH:24]=[CH:25][C:20]([Cl:19])=[CH:21][CH:22]=3)(=[O:27])=[O:28])=[O:31])[CH2:15][CH2:14]2)=[N:4][CH:5]=[C:6]([CH:12]=1)[C:7]([O:9][CH2:10][CH3:11])=[O:8], predict the reactants needed to synthesize it. The reactants are: [Cl:1][C:2]1[C:3]([N:13]2[CH2:18][CH2:17][NH:16][CH2:15][CH2:14]2)=[N:4][CH:5]=[C:6]([CH:12]=1)[C:7]([O:9][CH2:10][CH3:11])=[O:8].[Cl:19][C:20]1[CH:25]=[CH:24][C:23]([S:26]([N:29]=[C:30]=[O:31])(=[O:28])=[O:27])=[CH:22][CH:21]=1. (5) Given the product [NH2:23][C:24]1[N:25]=[C:26]([C:46]2[CH:47]=[CH:48][C:49]([F:52])=[CH:50][CH:51]=2)[C:27]2[C:36](=[O:37])[C:35]3[C:30](=[C:31]([C:9]4[CH:10]=[N:11][N:12]([CH2:14][CH2:15][N:16]5[CH2:17][CH2:18][O:19][CH2:20][CH2:21]5)[CH:13]=4)[CH:32]=[CH:33][CH:34]=3)[C:28]=2[N:29]=1, predict the reactants needed to synthesize it. The reactants are: CC1(C)C(C)(C)OB([C:9]2[CH:10]=[N:11][N:12]([CH2:14][CH2:15][N:16]3[CH2:21][CH2:20][O:19][CH2:18][CH2:17]3)[CH:13]=2)O1.[NH2:23][C:24]1[N:25]=[C:26]([C:46]2[CH:51]=[CH:50][C:49]([F:52])=[CH:48][CH:47]=2)[C:27]2[C:36](=[O:37])[C:35]3[C:30](=[C:31](OS(C(F)(F)F)(=O)=O)[CH:32]=[CH:33][CH:34]=3)[C:28]=2[N:29]=1.NC1N=C(C2C=CC=CC=2)C2C(=O)C3C(=C(OS(C(F)(F)F)(=O)=O)C=CC=3)C=2N=1. (6) Given the product [Cl:1][C:2]1[CH:7]=[CH:6][C:5]([CH:8]([C:28]2[CH:33]=[CH:32][CH:31]=[CH:30][CH:29]=2)[N:9]2[CH2:12][CH:11]([CH2:13][O:14][C:15]3[C:23]([CH:24]4[CH2:26][CH2:25]4)=[CH:22][C:18]([C:19]([NH:38][S:35]([CH3:34])(=[O:37])=[O:36])=[O:20])=[C:17]([F:27])[CH:16]=3)[CH2:10]2)=[CH:4][CH:3]=1, predict the reactants needed to synthesize it. The reactants are: [Cl:1][C:2]1[CH:7]=[CH:6][C:5]([CH:8]([C:28]2[CH:33]=[CH:32][CH:31]=[CH:30][CH:29]=2)[N:9]2[CH2:12][CH:11]([CH2:13][O:14][C:15]3[C:23]([CH:24]4[CH2:26][CH2:25]4)=[CH:22][C:18]([C:19](O)=[O:20])=[C:17]([F:27])[CH:16]=3)[CH2:10]2)=[CH:4][CH:3]=1.[CH3:34][S:35]([NH2:38])(=[O:37])=[O:36].CCN=C=NCCCN(C)C. (7) Given the product [Cl:10][C:11]1[CH:12]=[C:13]([CH:26]=[CH:27][CH:28]=1)[C:14]([N:16]1[C:18]2[C:23](=[CH:22][C:21]([O:24][CH3:25])=[CH:20][CH:19]=2)[C:3]([CH2:2][C:1]([OH:8])=[O:7])=[C:4]1[CH3:6])=[O:15], predict the reactants needed to synthesize it. The reactants are: [C:1]([OH:8])(=[O:7])[CH2:2][CH2:3][C:4]([CH3:6])=O.Cl.[Cl:10][C:11]1[CH:12]=[C:13]([CH:26]=[CH:27][CH:28]=1)[C:14]([N:16]([C:18]1[CH:23]=[CH:22][C:21]([O:24][CH3:25])=[CH:20][CH:19]=1)N)=[O:15]. (8) Given the product [N+:16]([C:19]1[CH:24]=[CH:23][CH:22]=[CH:21][C:20]=1[S:25]([NH:7][CH2:6][C:5]([O:4][CH2:2][CH3:3])=[O:8])(=[O:27])=[O:26])([O-:18])=[O:17], predict the reactants needed to synthesize it. The reactants are: Cl.[CH2:2]([O:4][C:5](=[O:8])[CH2:6][NH2:7])[CH3:3].C(N(CC)CC)C.[N+:16]([C:19]1[CH:24]=[CH:23][CH:22]=[CH:21][C:20]=1[S:25](Cl)(=[O:27])=[O:26])([O-:18])=[O:17].Cl. (9) Given the product [CH:21]([C:24]1[CH:29]=[C:28]([O:30][CH3:31])[CH:27]=[CH:26][C:25]=1[O:32][CH2:3][C:1]#[N:2])([CH3:23])[CH3:22], predict the reactants needed to synthesize it. The reactants are: [C:1]([CH2:3]OS(C1C=CC(C)=CC=1)(=O)=O)#[N:2].C(=O)([O-])[O-].[K+].[K+].[CH:21]([C:24]1[CH:29]=[C:28]([O:30][CH3:31])[CH:27]=[CH:26][C:25]=1[OH:32])([CH3:23])[CH3:22]. (10) Given the product [CH2:1]([O:8][CH2:9][CH:10]([CH:25]([CH3:27])[CH3:26])[CH2:11][CH:12]([NH:17][C:18](=[O:19])[O:20][C:21]([CH3:22])([CH3:23])[CH3:24])[CH2:13][OH:14])[C:2]1[CH:3]=[CH:4][CH:5]=[CH:6][CH:7]=1, predict the reactants needed to synthesize it. The reactants are: [CH2:1]([O:8][CH2:9][CH:10]([CH:25]([CH3:27])[CH3:26])[CH2:11][CH:12]([NH:17][C:18]([O:20][C:21]([CH3:24])([CH3:23])[CH3:22])=[O:19])[C:13](OC)=[O:14])[C:2]1[CH:7]=[CH:6][CH:5]=[CH:4][CH:3]=1.[BH4-].[Li+].